From a dataset of Reaction yield outcomes from USPTO patents with 853,638 reactions. Predict the reaction yield, written as a fraction of the theoretical maximum amount of product (1.0 means a 100% yield; for example, 0.34 means a 34% yield). The reactants are [N+:1]([C:4]1[CH:5]=[C:6]([OH:10])[CH:7]=[CH:8][CH:9]=1)([O-:3])=[O:2].[H-].[Na+].Cl[C:14]1[N:22]=[C:21]2[C:17]([N:18]=[CH:19][N:20]2[CH:23]([CH3:25])[CH3:24])=[C:16]([NH:26][C:27]2[CH:28]=[N:29][N:30]([CH3:32])[CH:31]=2)[N:15]=1.O. The catalyst is CN(C=O)C. The product is [CH:23]([N:20]1[CH:19]=[N:18][C:17]2[C:21]1=[N:22][C:14]([O:10][C:6]1[CH:7]=[CH:8][CH:9]=[C:4]([N+:1]([O-:3])=[O:2])[CH:5]=1)=[N:15][C:16]=2[NH:26][C:27]1[CH:28]=[N:29][N:30]([CH3:32])[CH:31]=1)([CH3:25])[CH3:24]. The yield is 0.180.